Dataset: Catalyst prediction with 721,799 reactions and 888 catalyst types from USPTO. Task: Predict which catalyst facilitates the given reaction. (1) Reactant: [CH3:1][O:2][C:3](=[O:24])[C@H:4]([CH2:16][C:17]1[CH:22]=[CH:21][C:20]([NH2:23])=[CH:19][CH:18]=1)[NH:5][C:6](=[O:15])[C:7]1[C:12]([Cl:13])=[CH:11][CH:10]=[CH:9][C:8]=1[Cl:14].C(Cl)CCl.Cl.C1C=CC2N(O)N=NC=2C=1.[NH2:40][C:41]1[CH:49]=[CH:48][C:47]([I:50])=[CH:46][C:42]=1[C:43](O)=[O:44]. Product: [CH3:1][O:2][C:3](=[O:24])[C@H:4]([CH2:16][C:17]1[CH:18]=[CH:19][C:20]([NH:23][C:43](=[O:44])[C:42]2[CH:46]=[C:47]([I:50])[CH:48]=[CH:49][C:41]=2[NH2:40])=[CH:21][CH:22]=1)[NH:5][C:6](=[O:15])[C:7]1[C:8]([Cl:14])=[CH:9][CH:10]=[CH:11][C:12]=1[Cl:13]. The catalyst class is: 236. (2) Reactant: [CH:1]([C:4]1[CH:9]=[CH:8][C:7]([S:10](Cl)(=[O:12])=[O:11])=[CH:6][CH:5]=1)([CH3:3])[CH3:2].[NH2:14][C:15]1[CH:19]=[CH:18][S:17][C:16]=1[C:20]([O:22][CH3:23])=[O:21].N1C=CC=CC=1. Product: [CH:1]([C:4]1[CH:9]=[CH:8][C:7]([S:10]([NH:14][C:15]2[CH:19]=[CH:18][S:17][C:16]=2[C:20]([O:22][CH3:23])=[O:21])(=[O:12])=[O:11])=[CH:6][CH:5]=1)([CH3:3])[CH3:2]. The catalyst class is: 4. (3) Reactant: [Cl:1][C:2]1[C:3]([CH:14]=[O:15])=[CH:4][NH:5][C:6]=1[C:7]1[C:8]([F:13])=[N:9][CH:10]=[CH:11][CH:12]=1.[H-].[Na+].C1OCCOCCOCCOCCOC1.[CH3:33][N:34]1[CH:38]=[C:37]([S:39](Cl)(=[O:41])=[O:40])[CH:36]=[N:35]1. Product: [Cl:1][C:2]1[C:3]([CH:14]=[O:15])=[CH:4][N:5]([S:39]([C:37]2[CH:36]=[N:35][N:34]([CH3:33])[CH:38]=2)(=[O:41])=[O:40])[C:6]=1[C:7]1[C:8]([F:13])=[N:9][CH:10]=[CH:11][CH:12]=1. The catalyst class is: 30. (4) Reactant: FC(F)(F)C(O)=O.[CH3:8][O:9][C:10](=[O:29])[C:11]1[CH:16]=[CH:15][C:14]([C:17]2[CH:22]=[CH:21][C:20]([O:23][CH:24]3[CH2:27][NH:26][CH2:25]3)=[CH:19][N:18]=2)=[CH:13][C:12]=1[CH3:28].C(N(CC)CC)C.Cl[CH2:38][C:39]1[O:43][N:42]=[C:41]([CH:44]([CH3:46])[CH3:45])[N:40]=1. Product: [CH3:8][O:9][C:10](=[O:29])[C:11]1[CH:16]=[CH:15][C:14]([C:17]2[CH:22]=[CH:21][C:20]([O:23][CH:24]3[CH2:27][N:26]([CH2:38][C:39]4[O:43][N:42]=[C:41]([CH:44]([CH3:46])[CH3:45])[N:40]=4)[CH2:25]3)=[CH:19][N:18]=2)=[CH:13][C:12]=1[CH3:28]. The catalyst class is: 3. (5) Reactant: [O:1]=[C:2]1[CH2:10][C:9]2[C:4](=[CH:5][C:6]([CH2:11][C:12]([OH:14])=O)=[CH:7][CH:8]=2)[NH:3]1.N=C=N.C1CCCCC1.C1CCCCC1.ON1C2C=CC=CC=2N=N1.[CH3:40][NH:41][C@@H:42]([C:50]1[CH:55]=[CH:54][CH:53]=[CH:52][CH:51]=1)[CH2:43][N:44]1[CH2:48][CH2:47][C@H:46]([OH:49])[CH2:45]1. Product: [OH:49][C@H:46]1[CH2:47][CH2:48][N:44]([CH2:43][C@@H:42]([N:41]([CH3:40])[C:12](=[O:14])[CH2:11][C:6]2[CH:5]=[C:4]3[C:9]([CH2:10][C:2](=[O:1])[NH:3]3)=[CH:8][CH:7]=2)[C:50]2[CH:55]=[CH:54][CH:53]=[CH:52][CH:51]=2)[CH2:45]1. The catalyst class is: 4.